From a dataset of Full USPTO retrosynthesis dataset with 1.9M reactions from patents (1976-2016). Predict the reactants needed to synthesize the given product. (1) Given the product [CH:30]([O-:41])=[O:40].[C:30]([O:41][CH2:42][N+:16]1([CH2:18][CH2:19][CH2:20][C:21]([C:23]2[CH:24]=[CH:25][C:26]([F:29])=[CH:27][CH:28]=2)=[O:22])[CH2:15][CH2:14][C@@H:13]2[N:5]3[C:6]4[C:7]([C@@H:12]2[CH2:17]1)=[CH:8][CH:9]=[CH:10][C:11]=4[N:2]([CH3:1])[CH2:3][CH2:4]3)(=[O:40])[CH2:31][CH2:32][CH2:33][CH2:34][CH2:35][CH2:36][CH2:37][CH2:38][CH3:39], predict the reactants needed to synthesize it. The reactants are: [CH3:1][N:2]1[C:11]2[CH:10]=[CH:9][CH:8]=[C:7]3[C@@H:12]4[CH2:17][N:16]([CH2:18][CH2:19][CH2:20][C:21]([C:23]5[CH:28]=[CH:27][C:26]([F:29])=[CH:25][CH:24]=5)=[O:22])[CH2:15][CH2:14][C@@H:13]4[N:5]([C:6]=23)[CH2:4][CH2:3]1.[C:30]([O:41][CH2:42]I)(=[O:40])[CH2:31][CH2:32][CH2:33][CH2:34][CH2:35][CH2:36][CH2:37][CH2:38][CH3:39]. (2) Given the product [CH:1]([C:4]1[CH:9]=[CH:8][C:7]([S:10]([NH:13][C:14]2[CH:19]=[CH:18][C:17]([CH:20]3[CH2:21][N:22]([CH2:24][CH2:25][CH3:26])[CH2:23]3)=[CH:16][CH:15]=2)(=[O:11])=[O:12])=[CH:6][CH:5]=1)([CH3:3])[CH3:2], predict the reactants needed to synthesize it. The reactants are: [CH:1]([C:4]1[CH:9]=[CH:8][C:7]([S:10]([NH:13][C:14]2[CH:19]=[CH:18][C:17]([CH:20]3[CH2:23][N:22]([C:24](=O)[CH2:25][CH3:26])[CH2:21]3)=[CH:16][CH:15]=2)(=[O:12])=[O:11])=[CH:6][CH:5]=1)([CH3:3])[CH3:2].B.C1COCC1. (3) Given the product [CH:3]12[CH:8]([CH2:9][O:10][C:22]3[N:21]=[C:20]([NH:19][C:14]4[CH:15]=[CH:16][C:17]([F:18])=[C:12]([Cl:11])[CH:13]=4)[C:29]4[C:24](=[CH:25][CH:26]=[C:27]([N+:30]([O-:32])=[O:31])[CH:28]=4)[N:23]=3)[CH:7]1[CH2:6][O:5][CH2:4]2, predict the reactants needed to synthesize it. The reactants are: [H-].[Na+].[CH:3]12[CH:8]([CH2:9][OH:10])[CH:7]1[CH2:6][O:5][CH2:4]2.[Cl:11][C:12]1[CH:13]=[C:14]([NH:19][C:20]2[C:29]3[C:24](=[CH:25][C:26](F)=[C:27]([N+:30]([O-:32])=[O:31])[CH:28]=3)[N:23]=[CH:22][N:21]=2)[CH:15]=[CH:16][C:17]=1[F:18]. (4) Given the product [F:51][C:45]1[C:46]([F:50])=[CH:47][CH:48]=[CH:49][C:44]=1[NH:43][C:41](=[O:42])[CH2:40][C:38]1[NH:37][N:36]=[C:35]([NH:34][C:28]2[C:27]3[C:32](=[CH:33][C:24]([O:23][CH2:22][CH2:21][CH2:20][N:16]([CH:17]([CH3:18])[CH3:19])[CH2:15][CH2:14][OH:13])=[CH:25][CH:26]=3)[N:31]=[CH:30][N:29]=2)[CH:39]=1, predict the reactants needed to synthesize it. The reactants are: P([O:13][CH2:14][CH2:15][N:16]([CH2:20][CH2:21][CH2:22][O:23][C:24]1[CH:33]=[C:32]2[C:27]([C:28]([NH:34][C:35]3[CH:39]=[C:38]([CH2:40][C:41]([NH:43][C:44]4[CH:49]=[CH:48][CH:47]=[C:46]([F:50])[C:45]=4[F:51])=[O:42])[NH:37][N:36]=3)=[N:29][CH:30]=[N:31]2)=[CH:26][CH:25]=1)[CH:17]([CH3:19])[CH3:18])(OC(C)(C)C)(OC(C)(C)C)=O.C(NCCO)(C)C.